The task is: Regression. Given a peptide amino acid sequence and an MHC pseudo amino acid sequence, predict their binding affinity value. This is MHC class I binding data.. This data is from Peptide-MHC class I binding affinity with 185,985 pairs from IEDB/IMGT. (1) The peptide sequence is EWFRNVLSI. The MHC is HLA-A26:01 with pseudo-sequence HLA-A26:01. The binding affinity (normalized) is 0. (2) The peptide sequence is YPARVKCAL. The MHC is HLA-B51:01 with pseudo-sequence HLA-B51:01. The binding affinity (normalized) is 0.0847. (3) The peptide sequence is KMIPLLFIL. The MHC is HLA-A02:01 with pseudo-sequence HLA-A02:01. The binding affinity (normalized) is 0.902. (4) The peptide sequence is AVFQEEQGW. The MHC is HLA-B57:01 with pseudo-sequence HLA-B57:01. The binding affinity (normalized) is 0.674. (5) The peptide sequence is RTYGVNYTF. The MHC is HLA-A32:01 with pseudo-sequence HLA-A32:01. The binding affinity (normalized) is 1.00. (6) The peptide sequence is QTHFPQFYW. The MHC is HLA-B40:01 with pseudo-sequence HLA-B40:01. The binding affinity (normalized) is 0.0847. (7) The peptide sequence is MKWMMAMKY. The MHC is HLA-A11:01 with pseudo-sequence HLA-A11:01. The binding affinity (normalized) is 0.0847.